Task: Binary Classification. Given a drug SMILES string, predict its activity (active/inactive) in a high-throughput screening assay against a specified biological target.. Dataset: HIV replication inhibition screening data with 41,000+ compounds from the AIDS Antiviral Screen (1) The molecule is COc1nc(N=P(c2ccccc2)(c2ccccc2)c2ccccc2)cc(=O)n1C. The result is 0 (inactive). (2) The drug is Cc1cc2c(C(C)C)c(O)c(O)c(C=Nc3ccccc3S)c2c(O)c1-c1c(C)cc2c(C(C)C)c(O)c(O)c(C=Nc3ccccc3S)c2c1O. The result is 0 (inactive). (3) The molecule is COc1cc2c(cc1OC)-c1c(cc(OC)c(OC)c1OC)C2=O. The result is 0 (inactive). (4) The result is 0 (inactive). The molecule is CN1C=CC(C(C(N)=O)c2ccccc2)c2ccccc21. (5) The molecule is C=C(C)C(=O)CCC(C)C1C(OC2OC(CO)C(O)C(O)C2O)CC2(C)C3CC(O)C4C(C)(C)C(OC5OC(CO)C(O)C(O)C5O)CCC45CC35CCC12C. The result is 0 (inactive). (6) The drug is COC(=O)C=C(C)n1nc2ccccc2n1. The result is 0 (inactive).